This data is from Catalyst prediction with 721,799 reactions and 888 catalyst types from USPTO. The task is: Predict which catalyst facilitates the given reaction. (1) Reactant: [Cl:1][CH2:2][C:3]([NH:5][C:6]1[CH:11]=[CH:10][CH:9]=[C:8]([F:12])[C:7]=1[CH3:13])=[O:4].C(O)C.O.C(=O)=O.[N+:21]([O-])([OH:23])=[O:22]. Product: [Cl:1][CH2:2][C:3]([NH:5][C:6]1[C:11]([N+:21]([O-:23])=[O:22])=[CH:10][CH:9]=[C:8]([F:12])[C:7]=1[CH3:13])=[O:4]. The catalyst class is: 65. (2) Reactant: C(OC([N:8]1[CH2:13][CH2:12][CH:11]([C:14]2[C:22]3[C:17](=[CH:18][CH:19]=[C:20]([C:23]#[N:24])[CH:21]=3)[NH:16][CH:15]=2)[CH2:10][CH2:9]1)=O)(C)(C)C.Cl.O1CCOCC1. Product: [NH:8]1[CH2:13][CH2:12][CH:11]([C:14]2[C:22]3[C:17](=[CH:18][CH:19]=[C:20]([C:23]#[N:24])[CH:21]=3)[NH:16][CH:15]=2)[CH2:10][CH2:9]1. The catalyst class is: 5. (3) Reactant: C([O:5][C:6]([C:8]1[S:9][C:10]([C:27]2[CH:32]=[CH:31][CH:30]=[CH:29][CH:28]=2)=[CH:11][C:12]=1[C:13](=[O:26])[N:14]([C:18]1[CH:23]=[CH:22][C:21]([Cl:24])=[CH:20][C:19]=1[Cl:25])[CH:15]([CH3:17])[CH3:16])=[O:7])(C)(C)C.FC(F)(F)C(O)=O. Product: [Cl:25][C:19]1[CH:20]=[C:21]([Cl:24])[CH:22]=[CH:23][C:18]=1[N:14]([CH:15]([CH3:17])[CH3:16])[C:13]([C:12]1[CH:11]=[C:10]([C:27]2[CH:32]=[CH:31][CH:30]=[CH:29][CH:28]=2)[S:9][C:8]=1[C:6]([OH:7])=[O:5])=[O:26]. The catalyst class is: 2. (4) Reactant: [CH3:1][C:2]1[C:7]([C:8]2[CH:13]=[CH:12][CH:11]=[C:10]([N+:14]([O-])=O)[CH:9]=2)=[CH:6][C:5]([NH:17][C:18](=[O:29])[C:19]2[CH:24]=[CH:23][CH:22]=[C:21]([C:25]([F:28])([F:27])[F:26])[CH:20]=2)=[CH:4][CH:3]=1.C(O)C. Product: [NH2:14][C:10]1[CH:9]=[C:8]([C:7]2[C:2]([CH3:1])=[CH:3][CH:4]=[C:5]([NH:17][C:18](=[O:29])[C:19]3[CH:24]=[CH:23][CH:22]=[C:21]([C:25]([F:26])([F:27])[F:28])[CH:20]=3)[CH:6]=2)[CH:13]=[CH:12][CH:11]=1. The catalyst class is: 770. (5) Reactant: ClC(Cl)(O[C:5](=[O:11])OC(Cl)(Cl)Cl)Cl.[N:13]1([C:19]2[C:20]3[N:34]=[N:33][N:32]([CH2:35][C:36]([F:39])([F:38])[F:37])[C:21]=3[N:22]=[C:23]([C:25]3[CH:31]=[CH:30][C:28]([NH2:29])=[CH:27][CH:26]=3)[N:24]=2)[CH2:18][CH2:17][O:16][CH2:15][CH2:14]1.[NH2:40][C:41]1[CH:49]=[CH:48][C:44]([CH2:45][CH2:46][OH:47])=[CH:43][CH:42]=1.CCN(CC)CC. Product: [OH:47][CH2:46][CH2:45][C:44]1[CH:48]=[CH:49][C:41]([NH:40][C:5]([NH:29][C:28]2[CH:30]=[CH:31][C:25]([C:23]3[N:24]=[C:19]([N:13]4[CH2:14][CH2:15][O:16][CH2:17][CH2:18]4)[C:20]4[N:34]=[N:33][N:32]([CH2:35][C:36]([F:38])([F:39])[F:37])[C:21]=4[N:22]=3)=[CH:26][CH:27]=2)=[O:11])=[CH:42][CH:43]=1. The catalyst class is: 22. (6) Reactant: C(OC([N:11]1[CH2:16][CH2:15][CH2:14][C@H:13]([C:17]2[O:18][CH:19]=[C:20]([C:22]3[NH:23][CH:24]=[C:25]([F:27])[CH:26]=3)[N:21]=2)[CH2:12]1)=O)C1C=CC=CC=1.C([O-])=O.[NH4+]. Product: [F:27][C:25]1[CH:26]=[C:22]([C:20]2[N:21]=[C:17]([C@H:13]3[CH2:14][CH2:15][CH2:16][NH:11][CH2:12]3)[O:18][CH:19]=2)[NH:23][CH:24]=1. The catalyst class is: 19. (7) Reactant: [CH2:1]([N:8]1[CH2:13][CH2:12][CH2:11][C@@H:10]([N:14]2[CH2:23][CH2:22][C:21]3[C:16](=[CH:17][CH:18]=[C:19]([O:24]C)[CH:20]=3)[C:15]2=[O:26])[CH2:9]1)[C:2]1[CH:7]=[CH:6][CH:5]=[CH:4][CH:3]=1. Product: [CH2:1]([N:8]1[CH2:13][CH2:12][CH2:11][C@@H:10]([N:14]2[CH2:23][CH2:22][C:21]3[C:16](=[CH:17][CH:18]=[C:19]([OH:24])[CH:20]=3)[C:15]2=[O:26])[CH2:9]1)[C:2]1[CH:3]=[CH:4][CH:5]=[CH:6][CH:7]=1. The catalyst class is: 5. (8) Reactant: [C:1]([C:4]1[CH:8]=[C:7]([C:9]2[CH:14]=[CH:13][C:12]([C:15]([F:18])([F:17])[F:16])=[CH:11][CH:10]=2)[S:6][C:5]=1[CH:19]=[O:20])([CH3:3])=[CH2:2].[BH4-].[Na+]. Product: [C:1]([C:4]1[CH:8]=[C:7]([C:9]2[CH:14]=[CH:13][C:12]([C:15]([F:17])([F:18])[F:16])=[CH:11][CH:10]=2)[S:6][C:5]=1[CH2:19][OH:20])([CH3:3])=[CH2:2]. The catalyst class is: 1. (9) Reactant: C1([C@H]([N:9]2[CH2:14][CH2:13][O:12][C@@H:11]([C:15]3[CH:20]=[CH:19][C:18]([NH:21][C:22]4[CH:27]=[CH:26][CH:25]=[CH:24][N:23]=4)=[CH:17][CH:16]=3)[CH2:10]2)C)C=CC=CC=1.C([O-])=O.[NH4+].CO.O. Product: [NH:9]1[CH2:14][CH2:13][O:12][C@@H:11]([C:15]2[CH:16]=[CH:17][C:18]([NH:21][C:22]3[CH:27]=[CH:26][CH:25]=[CH:24][N:23]=3)=[CH:19][CH:20]=2)[CH2:10]1. The catalyst class is: 312. (10) Reactant: [C:1]([C:5]1[C:10]([O:11][CH3:12])=[CH:9][C:8]([C:13](=[O:15])[CH3:14])=[C:7]([OH:16])[CH:6]=1)([CH3:4])([CH3:3])[CH3:2].Cl[C:18]1[C:27]2[C:22](=[CH:23][C:24]([O:30][CH3:31])=[C:25]([O:28][CH3:29])[CH:26]=2)[N:21]=[CH:20][CH:19]=1.O. Product: [C:1]([C:5]1[C:10]([O:11][CH3:12])=[CH:9][C:8]([C:13](=[O:15])[CH3:14])=[C:7]([O:16][C:18]2[C:27]3[C:22](=[CH:23][C:24]([O:30][CH3:31])=[C:25]([O:28][CH3:29])[CH:26]=3)[N:21]=[CH:20][CH:19]=2)[CH:6]=1)([CH3:4])([CH3:2])[CH3:3]. The catalyst class is: 420.